This data is from Reaction yield outcomes from USPTO patents with 853,638 reactions. The task is: Predict the reaction yield, written as a fraction of the theoretical maximum amount of product (1.0 means a 100% yield; for example, 0.34 means a 34% yield). (1) The reactants are N1(C(N2C=CN=C2)=O)C=CN=C1.NC1C2C(=NC=C(Br)C=2N2CCC[C@@H](NC(=O)OC(C)(C)C)C2)NC=1.N1CCC1.[Br:42][C:43]1[C:44]([N:60]2[CH2:65][CH2:64][CH2:63][C@@H:62]([NH:66][C:67](=[O:73])[O:68][C:69]([CH3:72])([CH3:71])[CH3:70])[CH2:61]2)=[C:45]2[C:51]([NH:52][C:53]([N:55]3[CH:59]=[CH:58]N=[CH:56]3)=[O:54])=[CH:50][NH:49][C:46]2=[N:47][CH:48]=1. The catalyst is C1COCC1. The product is [N:55]1([C:53]([NH:52][C:51]2[C:45]3[C:46](=[N:47][CH:48]=[C:43]([Br:42])[C:44]=3[N:60]3[CH2:65][CH2:64][CH2:63][C@@H:62]([NH:66][C:67](=[O:73])[O:68][C:69]([CH3:71])([CH3:70])[CH3:72])[CH2:61]3)[NH:49][CH:50]=2)=[O:54])[CH2:59][CH2:58][CH2:56]1. The yield is 0.460. (2) The reactants are Cl.[CH3:2][N:3]1[CH2:8][CH2:7][CH2:6][CH:5]([C:9]([OH:11])=O)[CH2:4]1.CN(C(ON1N=NC2C=CC=NC1=2)=[N+](C)C)C.F[P-](F)(F)(F)(F)F.C(N(C(C)C)CC)(C)C.[NH2:45][C:46]1[CH:47]=[CH:48][C:49]2[N:53]=[CH:52][N:51]([C:54]3[S:58][C:57]([C:59]([O:61][CH3:62])=[O:60])=[C:56]([O:63][CH:64]([C:66]4[CH:71]=[CH:70][CH:69]=[CH:68][C:67]=4[Cl:72])[CH3:65])[CH:55]=3)[C:50]=2[CH:73]=1. The catalyst is CN(C=O)C.CCOC(C)=O. The product is [Cl:72][C:67]1[CH:68]=[CH:69][CH:70]=[CH:71][C:66]=1[CH:64]([O:63][C:56]1[CH:55]=[C:54]([N:51]2[C:50]3[CH:73]=[C:46]([NH:45][C:9]([CH:5]4[CH2:6][CH2:7][CH2:8][N:3]([CH3:2])[CH2:4]4)=[O:11])[CH:47]=[CH:48][C:49]=3[N:53]=[CH:52]2)[S:58][C:57]=1[C:59]([O:61][CH3:62])=[O:60])[CH3:65]. The yield is 0.640. (3) The reactants are [BH-](OC(C)=O)(OC(C)=O)OC(C)=O.[Na+].[NH:15]1[CH2:19][CH2:18][CH2:17][CH2:16]1.Cl[C:21]1[CH:22]=[C:23]([CH:26]=[CH:27][C:28]=1[OH:29])[CH:24]=O.[ClH:30]. The catalyst is C(Cl)Cl. The product is [Cl:30][C:22]1[CH:21]=[C:28]([OH:29])[CH:27]=[CH:26][C:23]=1[CH2:24][N:15]1[CH2:19][CH2:18][CH2:17][CH2:16]1. The yield is 0.520. (4) The reactants are [NH:1]1[C:9]2[C:4](=[CH:5][CH:6]=[CH:7][CH:8]=2)[C@@:3]2([C:21]3[C:12](=[CH:13][C:14]4[O:19][CH2:18][CH2:17][O:16][C:15]=4[CH:20]=3)[O:11][CH2:10]2)[C:2]1=[O:22].[C:23](=O)([O-])[O-].[Cs+].[Cs+].BrC[CH2:31][CH2:32][CH2:33][CH3:34]. The catalyst is O1CCOCC1. The product is [C:32]([N:1]1[C:9]2[C:4](=[CH:5][CH:6]=[CH:7][CH:8]=2)[C@@:3]2([C:21]3[C:12](=[CH:13][C:14]4[O:19][CH2:18][CH2:17][O:16][C:15]=4[CH:20]=3)[O:11][CH2:10]2)[C:2]1=[O:22])([CH2:33][CH3:34])([CH3:23])[CH3:31]. The yield is 0.720. (5) The reactants are C([O:3][C:4](=[O:35])[CH2:5][N:6]1[CH2:11][CH2:10][CH2:9][CH:8]([NH:12][C:13]([C:15]2[CH:16]=[N:17][C:18]([O:21][CH2:22][C:23]3[C:24]([C:29]4[CH:34]=[CH:33][CH:32]=[CH:31][CH:30]=4)=[N:25][O:26][C:27]=3[CH3:28])=[CH:19][CH:20]=2)=[O:14])[CH2:7]1)C.O.[OH-].[Li+]. The catalyst is C1COCC1.O.CO.Cl. The product is [CH3:28][C:27]1[O:26][N:25]=[C:24]([C:29]2[CH:34]=[CH:33][CH:32]=[CH:31][CH:30]=2)[C:23]=1[CH2:22][O:21][C:18]1[N:17]=[CH:16][C:15]([C:13]([NH:12][CH:8]2[CH2:9][CH2:10][CH2:11][N:6]([CH2:5][C:4]([OH:35])=[O:3])[CH2:7]2)=[O:14])=[CH:20][CH:19]=1. The yield is 0.830. (6) The reactants are [NH2:1][C:2]1[C:3]([CH3:11])=[C:4]([CH2:9][OH:10])[CH:5]=[CH:6][C:7]=1[CH3:8].[C:12](=[O:15])([O-])O.[Na+].ICl.[I-:19].[C:20](OC(=O)C)(=[O:22])[CH3:21].[CH3:27]N(C1C=CC=CN=1)C. The catalyst is CO.ClCCl. The product is [C:20]([NH:1][C:2]1[C:3]([CH3:11])=[C:4]([C:5]([I:19])=[CH:6][C:7]=1[CH3:8])[CH2:9][O:10][C:12](=[O:15])[CH3:27])(=[O:22])[CH3:21]. The yield is 0.950.